Dataset: Catalyst prediction with 721,799 reactions and 888 catalyst types from USPTO. Task: Predict which catalyst facilitates the given reaction. (1) Reactant: [C:1]([N:8]1[CH2:15][CH2:14][CH2:13][C@H:9]1[C:10]([OH:12])=[O:11])([O:3][C:4]([CH3:7])([CH3:6])[CH3:5])=[O:2].Br[CH2:17][C:18]([C:20]1[CH:25]=[CH:24][C:23]([Br:26])=[CH:22][CH:21]=1)=[O:19].CCN(C(C)C)C(C)C. Product: [N:8]1([C:1]([O:3][C:4]([CH3:7])([CH3:6])[CH3:5])=[O:2])[CH2:15][CH2:14][CH2:13][C@H:9]1[C:10]([O:12][CH2:17][C:18]([C:20]1[CH:25]=[CH:24][C:23]([Br:26])=[CH:22][CH:21]=1)=[O:19])=[O:11]. The catalyst class is: 4. (2) Reactant: Cl[C:2]1[CH:7]=[CH:6][C:5]([N+:8]([O-:10])=[O:9])=[CH:4][C:3]=1[C:11]([F:14])([F:13])[F:12].C([O-])([O-])=O.[K+].[K+].C(OC(=O)[CH2:25][C:26]#[N:27])C. Product: [N+:8]([C:5]1[CH:6]=[CH:7][C:2]([CH2:25][C:26]#[N:27])=[C:3]([C:11]([F:14])([F:13])[F:12])[CH:4]=1)([O-:10])=[O:9]. The catalyst class is: 3.